The task is: Predict the reactants needed to synthesize the given product.. This data is from Full USPTO retrosynthesis dataset with 1.9M reactions from patents (1976-2016). Given the product [O:1]1[CH:5]=[CH:4][CH:3]=[C:2]1[C:6]1[N:10]([C:11]2[CH:12]=[C:13]([CH:16]=[CH:17][CH:18]=2)[CH2:14][NH:23][CH2:24][CH2:25][N:26]([CH3:34])[C:27](=[O:33])[O:28][C:29]([CH3:30])([CH3:31])[CH3:32])[N:9]=[C:8]([C:19]([F:22])([F:20])[F:21])[CH:7]=1, predict the reactants needed to synthesize it. The reactants are: [O:1]1[CH:5]=[CH:4][CH:3]=[C:2]1[C:6]1[N:10]([C:11]2[CH:12]=[C:13]([CH:16]=[CH:17][CH:18]=2)[CH:14]=O)[N:9]=[C:8]([C:19]([F:22])([F:21])[F:20])[CH:7]=1.[NH2:23][CH2:24][CH2:25][N:26]([CH3:34])[C:27](=[O:33])[O:28][C:29]([CH3:32])([CH3:31])[CH3:30].C(O)(=O)C.C([BH3-])#N.[Na+].